Dataset: Forward reaction prediction with 1.9M reactions from USPTO patents (1976-2016). Task: Predict the product of the given reaction. (1) Given the reactants [N+:1]([C:4]1[CH:9]=[CH:8][C:7]([N:10]2[CH2:15][CH2:14][CH2:13][CH2:12][CH2:11]2)=[CH:6][C:5]=1B1OC(C)(C)C(C)(C)O1)([O-:3])=[O:2].Cl[C:26]1[CH:27]=[C:28]([CH:31]=[CH:32][N:33]=1)[CH:29]=[O:30].C1C=CC(P(C2C=CC=CC=2)C2C=CC=CC=2)=CC=1.C([O-])([O-])=O.[Na+].[Na+], predict the reaction product. The product is: [N+:1]([C:4]1[CH:9]=[CH:8][C:7]([N:10]2[CH2:11][CH2:12][CH2:13][CH2:14][CH2:15]2)=[CH:6][C:5]=1[C:26]1[CH:27]=[C:28]([CH:31]=[CH:32][N:33]=1)[CH:29]=[O:30])([O-:3])=[O:2]. (2) Given the reactants [Br:1][C:2]1[CH:3]=[C:4]([OH:8])[CH:5]=[CH:6][CH:7]=1.CS(O[CH:14]1[CH2:19][CH2:18][N:17]([C:20]([O:22][C:23]([CH3:26])([CH3:25])[CH3:24])=[O:21])[CH2:16][CH2:15]1)(=O)=O.C(=O)([O-])[O-].[Cs+].[Cs+], predict the reaction product. The product is: [Br:1][C:2]1[CH:3]=[C:4]([CH:5]=[CH:6][CH:7]=1)[O:8][CH:14]1[CH2:19][CH2:18][N:17]([C:20]([O:22][C:23]([CH3:26])([CH3:25])[CH3:24])=[O:21])[CH2:16][CH2:15]1. (3) Given the reactants P(Cl)(Cl)(Cl)=O.[C:6]([O:9][CH2:10][CH2:11][CH2:12][CH2:13][NH:14][CH2:15][CH2:16][CH2:17][CH2:18][C:19]1[CH:24]=[CH:23][CH:22]=[C:21]([O:25][CH2:26][C:27]2[CH:32]=[CH:31][CH:30]=[CH:29][CH:28]=2)[CH:20]=1)(=[O:8])[CH3:7].[C:33]([O-])(=[O:35])C.[Na+], predict the reaction product. The product is: [C:6]([O:9][CH2:10][CH2:11][CH2:12][CH2:13][NH:14][CH2:15][CH2:16][CH2:17][CH2:18][C:19]1[CH:24]=[CH:23][C:22]([CH:33]=[O:35])=[C:21]([O:25][CH2:26][C:27]2[CH:32]=[CH:31][CH:30]=[CH:29][CH:28]=2)[CH:20]=1)(=[O:8])[CH3:7].